This data is from Catalyst prediction with 721,799 reactions and 888 catalyst types from USPTO. The task is: Predict which catalyst facilitates the given reaction. (1) Reactant: [CH2:1]([O:3][C:4](=[O:17])[C:5]([O:8][C:9]1[CH:14]=[CH:13][C:12]([CH2:15][NH2:16])=[CH:11][CH:10]=1)([CH3:7])[CH3:6])[CH3:2].[F:18][C:19]([F:35])([F:34])[O:20][C:21]1[CH:26]=[CH:25][C:24]([C:27]#[C:28][CH2:29][CH2:30][C:31](O)=[O:32])=[CH:23][CH:22]=1.Cl.CN(C)CCCN=C=NCC.OS([O-])(=O)=O.[K+].CCOCC. Product: [CH2:1]([O:3][C:4](=[O:17])[C:5]([CH3:7])([O:8][C:9]1[CH:10]=[CH:11][C:12]([CH2:15][NH:16][C:31](=[O:32])[CH2:30][CH2:29][C:28]#[C:27][C:24]2[CH:25]=[CH:26][C:21]([O:20][C:19]([F:34])([F:35])[F:18])=[CH:22][CH:23]=2)=[CH:13][CH:14]=1)[CH3:6])[CH3:2]. The catalyst class is: 4. (2) Reactant: ClC(OCC)=O.[CH3:7][C:8]1[NH:12][CH:11]=[C:10]([CH2:13][CH2:14][C:15]([OH:17])=O)[CH:9]=1.[CH2:18]([N:20](CC)[CH2:21]C)C.CNC. Product: [CH3:18][N:20]([CH3:21])[C:15](=[O:17])[CH2:14][CH2:13][C:10]1[CH:9]=[C:8]([CH3:7])[NH:12][CH:11]=1. The catalyst class is: 1.